From a dataset of Full USPTO retrosynthesis dataset with 1.9M reactions from patents (1976-2016). Predict the reactants needed to synthesize the given product. (1) Given the product [N:11]1([CH2:17][CH2:18][CH2:19][C:20]2[C:28]3[CH2:27][CH2:26][CH2:25][CH2:24][C:23]=3[NH:22][C:21]=2[CH:3]=[O:4])[CH2:16][CH2:15][O:14][CH2:13][CH2:12]1, predict the reactants needed to synthesize it. The reactants are: CN(C)[CH:3]=[O:4].P(Cl)(Cl)(Cl)=O.[N:11]1([CH2:17][CH2:18][CH2:19][C:20]2[C:28]3[CH2:27][CH2:26][CH2:25][CH2:24][C:23]=3[NH:22][CH:21]=2)[CH2:16][CH2:15][O:14][CH2:13][CH2:12]1.[OH-].[Na+]. (2) Given the product [C:1]([OH:13])(=[O:12])[CH:2]=[CH:3][CH:4]=[CH:5][CH2:6][CH2:7][CH:8]=[CH:9][CH2:10][CH3:11], predict the reactants needed to synthesize it. The reactants are: [CH:1](=[O:12])[CH:2]=[CH:3][CH:4]=[CH:5][CH2:6][CH2:7][CH:8]=[CH:9][CH2:10][CH3:11].[OH-:13].[Na+]. (3) The reactants are: Br[C:2]1[C:3]2[C:7]([CH:8]=[CH:9][C:10]=1[F:11])=[N:6][N:5]1[C:12]([CH:17]3[CH2:22][CH2:21][N:20]([C:23]([O:25][C:26]([CH3:29])([CH3:28])[CH3:27])=[O:24])[CH2:19][CH2:18]3)=[CH:13][C:14](=[O:16])[NH:15][C:4]=21.[C:30]1(B(O)O)[CH:35]=[CH:34][CH:33]=[CH:32][CH:31]=1.P([O-])([O-])([O-])=O.[K+].[K+].[K+]. Given the product [F:11][C:10]1[CH:9]=[CH:8][C:7]2[C:3](=[C:4]3[NH:15][C:14](=[O:16])[CH:13]=[C:12]([CH:17]4[CH2:22][CH2:21][N:20]([C:23]([O:25][C:26]([CH3:29])([CH3:28])[CH3:27])=[O:24])[CH2:19][CH2:18]4)[N:5]3[N:6]=2)[C:2]=1[C:30]1[CH:35]=[CH:34][CH:33]=[CH:32][CH:31]=1, predict the reactants needed to synthesize it.